Dataset: Catalyst prediction with 721,799 reactions and 888 catalyst types from USPTO. Task: Predict which catalyst facilitates the given reaction. (1) Reactant: [CH3:1][C@H:2]1[C@@H:6]([C:7]2[N:11]3[C:12]4[CH:18]=[CH:17][N:16]([S:19]([C:22]5[CH:28]=[CH:27][C:25]([CH3:26])=[CH:24][CH:23]=5)(=[O:21])=[O:20])[C:13]=4[N:14]=[CH:15][C:10]3=[N:9][CH:8]=2)[CH2:5][N:4](C(OCC2C=CC=CC=2)=O)[CH2:3]1.Br.C(O)(=O)C. Product: [CH3:1][C@@H:2]1[CH2:3][NH:4][CH2:5][C@@H:6]1[C:7]1[N:11]2[C:12]3[CH:18]=[CH:17][N:16]([S:19]([C:22]4[CH:23]=[CH:24][C:25]([CH3:26])=[CH:27][CH:28]=4)(=[O:21])=[O:20])[C:13]=3[N:14]=[CH:15][C:10]2=[N:9][CH:8]=1. The catalyst class is: 25. (2) Reactant: [Br:1][C:2]1[CH:3]=[C:4]([O:27][C:28]2[CH:33]=[CH:32][CH:31]=[CH:30][CH:29]=2)[C:5]([NH:8][C:9]2[S:10][CH:11]=[C:12]([CH:14]3[CH2:19][CH2:18][N:17](C(OC(C)(C)C)=O)[CH2:16][CH2:15]3)[N:13]=2)=[N:6][CH:7]=1.CO.[ClH:36]. Product: [ClH:36].[ClH:36].[Br:1][C:2]1[CH:3]=[C:4]([O:27][C:28]2[CH:33]=[CH:32][CH:31]=[CH:30][CH:29]=2)[C:5]([NH:8][C:9]2[S:10][CH:11]=[C:12]([CH:14]3[CH2:19][CH2:18][NH:17][CH2:16][CH2:15]3)[N:13]=2)=[N:6][CH:7]=1. The catalyst class is: 12.